This data is from Full USPTO retrosynthesis dataset with 1.9M reactions from patents (1976-2016). The task is: Predict the reactants needed to synthesize the given product. (1) Given the product [NH2:13][C:12]1[N:11]([C:9]([O:8][CH2:1][C:2]2[CH:3]=[CH:4][CH:5]=[CH:6][CH:7]=2)=[O:10])[CH:25]=[C:26]([CH2:27][CH3:28])[N:14]=1, predict the reactants needed to synthesize it. The reactants are: [CH2:1]([O:8][C:9]([NH:11][C:12]([NH2:14])=[NH:13])=[O:10])[C:2]1[CH:7]=[CH:6][CH:5]=[CH:4][CH:3]=1.C(N(C(C)C)CC)(C)C.Br[CH2:25][C:26](=O)[CH2:27][CH3:28]. (2) Given the product [C:24]1([CH:21]([C:15]2[CH:16]=[CH:17][CH:18]=[CH:19][CH:20]=2)[CH2:22][NH:23][C:11](=[O:12])[C:10]([C:3]2[C:4]3[C:9](=[CH:8][CH:7]=[CH:6][CH:5]=3)[NH:1][CH:2]=2)=[O:14])[CH:25]=[CH:26][CH:27]=[CH:28][CH:29]=1, predict the reactants needed to synthesize it. The reactants are: [NH:1]1[C:9]2[C:4](=[CH:5][CH:6]=[CH:7][CH:8]=2)[C:3]([C:10](=[O:14])[C:11](Cl)=[O:12])=[CH:2]1.[C:15]1([CH:21]([C:24]2[CH:29]=[CH:28][CH:27]=[CH:26][CH:25]=2)[CH2:22][NH2:23])[CH:20]=[CH:19][CH:18]=[CH:17][CH:16]=1. (3) Given the product [Si:12]([O:11][CH2:10][CH2:9][CH2:8][O:42][C:39]1[CH:40]=[CH:41][C:36](/[C:28](/[C:23]2[CH:22]=[CH:21][C:20]([Cl:19])=[C:25]([O:26][CH3:27])[N:24]=2)=[CH:29]\[C@@H:30]2[NH:34][C:33](=[O:35])[CH2:32][CH2:31]2)=[CH:37][C:38]=1[CH3:43])([C:15]([CH3:18])([CH3:17])[CH3:16])([CH3:14])[CH3:13], predict the reactants needed to synthesize it. The reactants are: C(=O)([O-])[O-].[K+].[K+].Br[CH2:8][CH2:9][CH2:10][O:11][Si:12]([C:15]([CH3:18])([CH3:17])[CH3:16])([CH3:14])[CH3:13].[Cl:19][C:20]1[CH:21]=[CH:22][C:23](/[C:28](/[C:36]2[CH:41]=[CH:40][C:39]([OH:42])=[C:38]([CH3:43])[CH:37]=2)=[CH:29]/[C@@H:30]2[NH:34][C:33](=[O:35])[CH2:32][CH2:31]2)=[N:24][C:25]=1[O:26][CH3:27].O. (4) Given the product [CH2:36]([C:13]12[CH2:12][CH2:11][C:26](=[O:28])[CH:25]1[N:24]([CH2:17][C:18]1[CH:19]=[CH:20][CH:21]=[CH:22][CH:23]=1)[NH:10][C:14]2=[O:15])[C:30]1[CH:35]=[CH:34][CH:33]=[CH:32][CH:31]=1, predict the reactants needed to synthesize it. The reactants are: C=O.C([N:10]1[C:14](=[O:15])[CH:13]=[CH:12][C:11]1=O)C1C=CC=CC=1.[CH2:17]([NH:24][CH2:25][C:26]([OH:28])=O)[C:18]1[CH:23]=[CH:22][CH:21]=[CH:20][CH:19]=1.O.[C:30]1([CH3:36])[CH:35]=[CH:34][CH:33]=[CH:32][CH:31]=1. (5) Given the product [OH:40][C:37]1[CH:36]=[CH:35][C:34]([N:28]2[CH2:29][CH2:30][N:31]([CH2:66][CH2:67][CH:68]3[CH2:72][C:71]4([CH2:73][CH2:74][CH2:75][CH2:76][CH2:77]4)[C:70](=[O:78])[O:69]3)[CH2:32][CH2:33]2)=[CH:39][CH:38]=1, predict the reactants needed to synthesize it. The reactants are: N1C2C=CC=CC=2N=C1C1CCN(CCC2OC(=O)C(CC)(CC)C2)CC1.[N:28]1([C:34]2[CH:39]=[CH:38][C:37]([OH:40])=[CH:36][CH:35]=2)[CH2:33][CH2:32][NH:31][CH2:30][CH2:29]1.N1(C2C=CC=CC=2C#N)CCNCC1.CC1C=CC(S(O[CH2:66][CH2:67][CH:68]2[CH2:72][C:71]3([CH2:77][CH2:76][CH2:75][CH2:74][CH2:73]3)[C:70](=[O:78])[O:69]2)(=O)=O)=CC=1.CC1C=CC(S(OCCC2CC(CC)(CC)C(=O)O2)(=O)=O)=CC=1. (6) Given the product [N:29]1([CH2:2][CH2:3][C:4]([NH:6][C:7]2[CH:20]=[CH:19][C:18]3[C:17](=[O:21])[C:16]4[C:11](=[CH:12][C:13]([NH:22][C:23](=[O:27])[CH2:24][CH2:25][N:35]5[CH2:36][CH2:37][NH:42][CH2:39][CH2:40]5)=[CH:14][CH:15]=4)[C:10](=[O:28])[C:9]=3[CH:8]=2)=[O:5])[CH2:34][CH2:33][NH:32][CH2:31][CH2:30]1, predict the reactants needed to synthesize it. The reactants are: Cl[CH2:2][CH2:3][C:4]([NH:6][C:7]1[CH:20]=[CH:19][C:18]2[C:17](=[O:21])[C:16]3[C:11](=[CH:12][C:13]([NH:22][C:23](=[O:27])[CH2:24][CH2:25]Cl)=[CH:14][CH:15]=3)[C:10](=[O:28])[C:9]=2[CH:8]=1)=[O:5].[NH:29]1[CH2:34][CH2:33][NH:32][CH2:31][CH2:30]1.[N:35]1[CH:40]=[CH:39]C=[CH:37][CH:36]=1.C[N:42](C)C=O. (7) Given the product [CH3:30][O:29][C:27]([C:16]1[CH:17]([C:18]2[CH:19]=[C:20]([F:26])[C:21]([F:25])=[C:22]([F:24])[CH:23]=2)[N:12]([CH2:11][C:9]([OH:10])=[O:8])[C:13]([CH3:32])=[N:14][C:15]=1[CH3:31])=[O:28], predict the reactants needed to synthesize it. The reactants are: C([O:8][C:9]([CH2:11][N:12]1[CH:17]([C:18]2[CH:23]=[C:22]([F:24])[C:21]([F:25])=[C:20]([F:26])[CH:19]=2)[C:16]([C:27]([O:29][CH3:30])=[O:28])=[C:15]([CH3:31])[N:14]=[C:13]1[CH3:32])=[O:10])C1C=CC=CC=1. (8) Given the product [CH3:1][C:2]1([CH3:16])[CH2:14][C:13](=[O:15])[C:12]2[C:11]3[C:6](=[CH:7][CH:8]=[CH:9][CH:10]=3)[N:5]([CH2:28][C:25]3[CH:26]=[CH:27][C:22]([C:21]([O:20][CH3:19])=[O:30])=[CH:23][CH:24]=3)[C:4]=2[CH2:3]1, predict the reactants needed to synthesize it. The reactants are: [CH3:1][C:2]1([CH3:16])[CH2:14][C:13](=[O:15])[C:12]2[C:11]3[C:6](=[CH:7][CH:8]=[CH:9][CH:10]=3)[NH:5][C:4]=2[CH2:3]1.[H-].[Na+].[CH3:19][O:20][C:21](=[O:30])[C:22]1[CH:27]=[CH:26][C:25]([CH2:28]Br)=[CH:24][CH:23]=1.